From a dataset of Forward reaction prediction with 1.9M reactions from USPTO patents (1976-2016). Predict the product of the given reaction. Given the reactants [O:1]=[C:2]1[C:11]2[C:6](=[CH:7][CH:8]=[CH:9][CH:10]=2)[N:5]=[C:4]([S:12][CH2:13][C:14]([O:16]C(C)(C)C)=[O:15])[NH:3]1.FC(F)(F)C(O)=O, predict the reaction product. The product is: [O:1]=[C:2]1[C:11]2[C:6](=[CH:7][CH:8]=[CH:9][CH:10]=2)[N:5]=[C:4]([S:12][CH2:13][C:14]([OH:16])=[O:15])[NH:3]1.